From a dataset of Reaction yield outcomes from USPTO patents with 853,638 reactions. Predict the reaction yield, written as a fraction of the theoretical maximum amount of product (1.0 means a 100% yield; for example, 0.34 means a 34% yield). (1) The reactants are C([BH3-])#N.[Na+].[I-].[Br:6][C:7]1[CH:16]=[CH:15][C:14]([N+:17]([O-:19])=[O:18])=[C:13]2[C:8]=1[CH:9]=[CH:10][N+:11]([CH3:20])=[CH:12]2. The catalyst is CO.O.O.O.O.O.O.[N+]([O-])([O-])=O.[Ni+2].[N+]([O-])([O-])=O. The product is [Br:6][C:7]1[CH:16]=[CH:15][C:14]([N+:17]([O-:19])=[O:18])=[C:13]2[C:8]=1[CH2:9][CH2:10][N:11]([CH3:20])[CH2:12]2. The yield is 0.830. (2) The reactants are [C:1]1([C@H:7]2[CH2:11][O:10][C:9](=[O:12])[N:8]2[CH2:13][C:14]([OH:16])=[O:15])[CH:6]=[CH:5][CH:4]=[CH:3][CH:2]=1.[C:17](Cl)(=O)C. The catalyst is CO. The product is [C:1]1([C@H:7]2[CH2:11][O:10][C:9](=[O:12])[N:8]2[CH2:13][C:14]([O:16][CH3:17])=[O:15])[CH:2]=[CH:3][CH:4]=[CH:5][CH:6]=1. The yield is 0.940. (3) The reactants are [Cl:1][C:2]1[CH:3]=[C:4]2[C:10]3([CH2:15][CH2:14][N:13](C(OC(C)(C)C)=O)[CH2:12][CH2:11]3)[CH2:9][N:8]([C:23]3[C:24]4[C@H:31]([CH3:32])[CH2:30][CH2:29][C:25]=4[N:26]=[CH:27][N:28]=3)[C:5]2=[CH:6][CH:7]=1.[ClH:33]. The catalyst is C(Cl)Cl.O1CCOCC1. The product is [ClH:1].[ClH:33].[Cl:1][C:2]1[CH:3]=[C:4]2[C:10]3([CH2:15][CH2:14][NH:13][CH2:12][CH2:11]3)[CH2:9][N:8]([C:23]3[C:24]4[C@H:31]([CH3:32])[CH2:30][CH2:29][C:25]=4[N:26]=[CH:27][N:28]=3)[C:5]2=[CH:6][CH:7]=1. The yield is 0.730. (4) The reactants are [CH2:1]([C:3]([C:17]1[CH:30]=[CH:29][C:20]([O:21][CH2:22][C:23]([OH:28])([CH2:26][CH3:27])[CH2:24][CH3:25])=[C:19]([CH3:31])[CH:18]=1)([C:6]1[S:10][C:9]2[CH:11]=[C:12]([O:15]C)[CH:13]=[CH:14][C:8]=2[CH:7]=1)[CH2:4][CH3:5])[CH3:2].CN(C=O)C. The catalyst is C(OCC)C. The product is [CH2:1]([C:3]([C:6]1[S:10][C:9]2[CH:11]=[C:12]([OH:15])[CH:13]=[CH:14][C:8]=2[CH:7]=1)([C:17]1[CH:30]=[CH:29][C:20]([O:21][CH2:22][C:23]([CH2:24][CH3:25])([OH:28])[CH2:26][CH3:27])=[C:19]([CH3:31])[CH:18]=1)[CH2:4][CH3:5])[CH3:2]. The yield is 0.870.